The task is: Regression. Given two drug SMILES strings and cell line genomic features, predict the synergy score measuring deviation from expected non-interaction effect.. This data is from NCI-60 drug combinations with 297,098 pairs across 59 cell lines. (1) Drug 1: C1CCC(C1)C(CC#N)N2C=C(C=N2)C3=C4C=CNC4=NC=N3. Drug 2: CC(C)CN1C=NC2=C1C3=CC=CC=C3N=C2N. Cell line: T-47D. Synergy scores: CSS=-9.75, Synergy_ZIP=2.96, Synergy_Bliss=-2.64, Synergy_Loewe=-4.88, Synergy_HSA=-7.96. (2) Drug 1: CC1=C(C=C(C=C1)C(=O)NC2=CC(=CC(=C2)C(F)(F)F)N3C=C(N=C3)C)NC4=NC=CC(=N4)C5=CN=CC=C5. Drug 2: CC(C)CN1C=NC2=C1C3=CC=CC=C3N=C2N. Cell line: OVCAR-8. Synergy scores: CSS=-1.41, Synergy_ZIP=3.33, Synergy_Bliss=2.13, Synergy_Loewe=-3.94, Synergy_HSA=-1.54. (3) Drug 1: C1CC(=O)NC(=O)C1N2CC3=C(C2=O)C=CC=C3N. Drug 2: CCCS(=O)(=O)NC1=C(C(=C(C=C1)F)C(=O)C2=CNC3=C2C=C(C=N3)C4=CC=C(C=C4)Cl)F. Cell line: UACC-257. Synergy scores: CSS=7.75, Synergy_ZIP=-4.30, Synergy_Bliss=-7.22, Synergy_Loewe=-22.2, Synergy_HSA=-6.26. (4) Drug 1: COC1=C(C=C2C(=C1)N=CN=C2NC3=CC(=C(C=C3)F)Cl)OCCCN4CCOCC4. Drug 2: COC1=NC(=NC2=C1N=CN2C3C(C(C(O3)CO)O)O)N. Cell line: SK-OV-3. Synergy scores: CSS=32.6, Synergy_ZIP=-4.58, Synergy_Bliss=3.66, Synergy_Loewe=-29.3, Synergy_HSA=0.292. (5) Drug 1: CN(CCCl)CCCl.Cl. Drug 2: CC1C(C(CC(O1)OC2CC(CC3=C2C(=C4C(=C3O)C(=O)C5=C(C4=O)C(=CC=C5)OC)O)(C(=O)CO)O)N)O.Cl. Cell line: SF-268. Synergy scores: CSS=48.0, Synergy_ZIP=-7.33, Synergy_Bliss=-2.99, Synergy_Loewe=-5.76, Synergy_HSA=1.28. (6) Drug 1: C1=CN(C=N1)CC(O)(P(=O)(O)O)P(=O)(O)O. Drug 2: C1CCC(C(C1)N)N.C(=O)(C(=O)[O-])[O-].[Pt+4]. Cell line: CAKI-1. Synergy scores: CSS=10.4, Synergy_ZIP=-4.42, Synergy_Bliss=2.20, Synergy_Loewe=-11.5, Synergy_HSA=-3.25. (7) Drug 1: CN(C)N=NC1=C(NC=N1)C(=O)N. Drug 2: CN(CC1=CN=C2C(=N1)C(=NC(=N2)N)N)C3=CC=C(C=C3)C(=O)NC(CCC(=O)O)C(=O)O. Cell line: HL-60(TB). Synergy scores: CSS=79.5, Synergy_ZIP=2.23, Synergy_Bliss=3.04, Synergy_Loewe=-16.2, Synergy_HSA=1.48.